This data is from Forward reaction prediction with 1.9M reactions from USPTO patents (1976-2016). The task is: Predict the product of the given reaction. Given the reactants [Br:1][C:2]1[CH:3]=[CH:4][C:5](F)=[N:6][CH:7]=1.Cl.[CH2:10]1[C:13]2([CH2:18][CH2:17][NH:16][CH2:15][CH2:14]2)[CH2:12][CH:11]1[OH:19].C(N(CC)C(C)C)(C)C.CN(C=O)C, predict the reaction product. The product is: [Br:1][C:2]1[CH:3]=[CH:4][C:5]([N:16]2[CH2:17][CH2:18][C:13]3([CH2:10][CH:11]([OH:19])[CH2:12]3)[CH2:14][CH2:15]2)=[N:6][CH:7]=1.